From a dataset of Reaction yield outcomes from USPTO patents with 853,638 reactions. Predict the reaction yield, written as a fraction of the theoretical maximum amount of product (1.0 means a 100% yield; for example, 0.34 means a 34% yield). The reactants are [Br:1][C:2]1[CH:3]=[CH:4][C:5]([CH2:8][NH:9][C:10](=O)[CH3:11])=[N:6][CH:7]=1.O=P(Cl)(Cl)Cl. The catalyst is C1(C)C=CC=CC=1. The product is [Br:1][C:2]1[CH:3]=[CH:4][C:5]2[N:6]([C:10]([CH3:11])=[N:9][CH:8]=2)[CH:7]=1. The yield is 0.700.